Predict the product of the given reaction. From a dataset of Forward reaction prediction with 1.9M reactions from USPTO patents (1976-2016). (1) Given the reactants [H-].[Na+].[Cl:3][C:4]1[CH:9]=[C:8]([Cl:10])[CH:7]=[CH:6][C:5]=1[S:11]([NH2:14])(=[O:13])=[O:12].[Cl:15][C:16]1[N:25]=[C:24](Cl)[C:23]2[C:18](=[CH:19][CH:20]=[CH:21][CH:22]=2)[N:17]=1.P([O-])([O-])([O-])=O, predict the reaction product. The product is: [Cl:3][C:4]1[CH:9]=[C:8]([Cl:10])[CH:7]=[CH:6][C:5]=1[S:11]([NH:14][C:24]1[C:23]2[C:18](=[CH:19][CH:20]=[CH:21][CH:22]=2)[N:17]=[C:16]([Cl:15])[N:25]=1)(=[O:12])=[O:13]. (2) Given the reactants Cl[C:2]1[CH:7]=[CH:6][N:5]=[CH:4][C:3]=1[S:8]([NH2:11])(=[O:10])=[O:9].[N-:12]=[N+:13]=[N-:14].[Na+].CN(C)C=O.O, predict the reaction product. The product is: [N:12]([C:2]1[CH:7]=[CH:6][N:5]=[CH:4][C:3]=1[S:8]([NH2:11])(=[O:10])=[O:9])=[N+:13]=[N-:14]. (3) Given the reactants [Cl:1][C:2]1[CH:7]=[CH:6][N:5]=[C:4]2[N:8]([S:24]([C:27]3[CH:32]=[CH:31][C:30]([CH3:33])=[CH:29][CH:28]=3)(=[O:26])=[O:25])[C:9]([C:11]3[C:19]4[C:14](=[CH:15][C:16]([O:22][CH3:23])=[C:17]([O:20][CH3:21])[CH:18]=4)[NH:13][CH:12]=3)=[CH:10][C:3]=12.[CH3:34]I, predict the reaction product. The product is: [Cl:1][C:2]1[CH:7]=[CH:6][N:5]=[C:4]2[N:8]([S:24]([C:27]3[CH:32]=[CH:31][C:30]([CH3:33])=[CH:29][CH:28]=3)(=[O:26])=[O:25])[C:9]([C:11]3[C:19]4[C:14](=[CH:15][C:16]([O:22][CH3:23])=[C:17]([O:20][CH3:21])[CH:18]=4)[N:13]([CH3:34])[CH:12]=3)=[CH:10][C:3]=12. (4) Given the reactants [CH:1]1([CH:4]=[O:5])[CH2:3][CH2:2]1.[CH2:6]([NH2:9])[CH:7]=[CH2:8].C([BH3-])#N.[Na+], predict the reaction product. The product is: [NH4+:9].[OH-:5].[CH:1]1([CH2:4][NH:9][CH2:6][CH:7]=[CH2:8])[CH2:3][CH2:2]1. (5) Given the reactants F[C:2]1[CH:9]=[CH:8][C:7]([C:10]([F:13])([F:12])[F:11])=[CH:6][C:3]=1[C:4]#[N:5].[CH3:14][S-:15].[Na+].Cl, predict the reaction product. The product is: [CH3:14][S:15][C:2]1[CH:9]=[CH:8][C:7]([C:10]([F:13])([F:12])[F:11])=[CH:6][C:3]=1[C:4]#[N:5]. (6) The product is: [CH3:13][O:12][C:9]1[CH:10]=[C:11]2[C:6](=[CH:7][CH:8]=1)[N:5]=[CH:4][CH:3]=[C:2]2[NH2:18]. Given the reactants Cl[C:2]1[C:11]2[C:6](=[CH:7][CH:8]=[C:9]([O:12][CH3:13])[CH:10]=2)[N:5]=[CH:4][CH:3]=1.Cl.C([NH2:18])CC, predict the reaction product.